Dataset: NCI-60 drug combinations with 297,098 pairs across 59 cell lines. Task: Regression. Given two drug SMILES strings and cell line genomic features, predict the synergy score measuring deviation from expected non-interaction effect. (1) Drug 1: COC1=C(C=C2C(=C1)N=CN=C2NC3=CC(=C(C=C3)F)Cl)OCCCN4CCOCC4. Drug 2: CCC1=C2CN3C(=CC4=C(C3=O)COC(=O)C4(CC)O)C2=NC5=C1C=C(C=C5)O. Cell line: A498. Synergy scores: CSS=43.5, Synergy_ZIP=-7.68, Synergy_Bliss=0.00230, Synergy_Loewe=3.29, Synergy_HSA=5.02. (2) Drug 1: CC(CN1CC(=O)NC(=O)C1)N2CC(=O)NC(=O)C2. Drug 2: C(CCl)NC(=O)N(CCCl)N=O. Cell line: K-562. Synergy scores: CSS=23.7, Synergy_ZIP=-9.47, Synergy_Bliss=-8.12, Synergy_Loewe=-8.65, Synergy_HSA=-8.55.